Dataset: Catalyst prediction with 721,799 reactions and 888 catalyst types from USPTO. Task: Predict which catalyst facilitates the given reaction. (1) Reactant: [CH3:1][N:2]([CH3:33])[CH2:3][CH2:4][N:5]([CH2:29][CH2:30][O:31][CH3:32])[C:6](=[O:28])[CH2:7][C:8]1[C:13]([C:14](=[O:23])[C:15]2[CH:20]=[CH:19][C:18]([O:21][CH3:22])=[CH:17][CH:16]=2)=[C:12]([OH:24])[CH:11]=[C:10]([OH:25])[C:9]=1[CH2:26][CH3:27].[ClH:34]. Product: [ClH:34].[CH3:33][N:2]([CH3:1])[CH2:3][CH2:4][N:5]([CH2:29][CH2:30][O:31][CH3:32])[C:6](=[O:28])[CH2:7][C:8]1[C:13]([C:14](=[O:23])[C:15]2[CH:20]=[CH:19][C:18]([O:21][CH3:22])=[CH:17][CH:16]=2)=[C:12]([OH:24])[CH:11]=[C:10]([OH:25])[C:9]=1[CH2:26][CH3:27]. The catalyst class is: 8. (2) Reactant: [ClH:1].[Br:2][C:3]1[S:7][C:6]([C:8]2[CH:13]=[CH:12][N:11]=[CH:10][CH:9]=2)=[N:5][C:4]=1[NH:14][C:15]([NH:17][C:18]1[CH:23]=[CH:22][CH:21]=[C:20]([CH2:24][N:25]([CH2:28][CH3:29])[CH2:26][CH3:27])[N:19]=1)=[O:16].CO. Product: [ClH:1].[Br:2][C:3]1[S:7][C:6]([C:8]2[CH:13]=[CH:12][N:11]=[CH:10][CH:9]=2)=[N:5][C:4]=1[NH:14][C:15]([NH:17][C:18]1[CH:23]=[CH:22][CH:21]=[C:20]([CH2:24][N:25]([CH2:28][CH3:29])[CH2:26][CH3:27])[N:19]=1)=[O:16]. The catalyst class is: 28. (3) Reactant: [F:1][C:2]([F:34])([F:33])[O:3][C:4]1[CH:32]=[CH:31][C:7]([O:8][CH:9]2[CH2:14][CH2:13][N:12]([C:15]3[CH:20]=[CH:19][C:18]([O:21][CH2:22][C:23]4([CH3:30])[CH2:27][O:26]C(C)(C)[O:24]4)=[CH:17][CH:16]=3)[CH2:11][CH2:10]2)=[CH:6][CH:5]=1.C(O)C.Cl.C(=O)([O-])[O-].[Na+].[Na+]. Product: [CH3:30][C:23]([OH:24])([CH2:22][O:21][C:18]1[CH:19]=[CH:20][C:15]([N:12]2[CH2:11][CH2:10][CH:9]([O:8][C:7]3[CH:6]=[CH:5][C:4]([O:3][C:2]([F:34])([F:1])[F:33])=[CH:32][CH:31]=3)[CH2:14][CH2:13]2)=[CH:16][CH:17]=1)[CH2:27][OH:26]. The catalyst class is: 84. (4) Reactant: [CH2:1]([NH:8][C@H:9]1[CH2:14][CH2:13][N:12]([C:15]([O:17][C:18]([CH3:21])([CH3:20])[CH3:19])=[O:16])[CH2:11][C@H:10]1[O:22][CH2:23][C:24]([CH3:26])=[CH2:25])[C:2]1[CH:7]=[CH:6][CH:5]=[CH:4][CH:3]=1.C(=O)(O)[O-].[Na+].Cl[C:33]([O:35][CH2:36][C:37]1[CH:42]=[CH:41][CH:40]=[CH:39][CH:38]=1)=[O:34].C1COCC1. Product: [CH2:1]([N:8]([C:33]([O:35][CH2:36][C:37]1[CH:42]=[CH:41][CH:40]=[CH:39][CH:38]=1)=[O:34])[C@H:9]1[CH2:14][CH2:13][N:12]([C:15]([O:17][C:18]([CH3:19])([CH3:20])[CH3:21])=[O:16])[CH2:11][C@H:10]1[O:22][CH2:23][C:24]([CH3:26])=[CH2:25])[C:2]1[CH:3]=[CH:4][CH:5]=[CH:6][CH:7]=1. The catalyst class is: 6. (5) Product: [CH3:1][S:2]([C:5]1[CH:10]=[CH:9][CH:8]=[C:7]([CH2:11][Br:12])[CH:6]=1)(=[O:3])=[O:4]. Reactant: [CH3:1][S:2]([C:5]1[CH:6]=[C:7]([CH3:11])[CH:8]=[CH:9][CH:10]=1)(=[O:4])=[O:3].[Br:12]N1C(=O)CCC1=O. The catalyst class is: 717. (6) Reactant: [OH-].[Li+].[CH3:3][O:4][C:5]1[C:10]([O:11][CH3:12])=[CH:9][C:8]([CH2:13][C:14]([O:16]C)=[O:15])=[C:7]([CH2:18][N:19]([C:23]2[CH:28]=[CH:27][CH:26]=[CH:25][CH:24]=2)[C:20]([CH3:22])=[O:21])[CH:6]=1. Product: [CH3:3][O:4][C:5]1[C:10]([O:11][CH3:12])=[CH:9][C:8]([CH2:13][C:14]([OH:16])=[O:15])=[C:7]([CH2:18][N:19]([C:23]2[CH:28]=[CH:27][CH:26]=[CH:25][CH:24]=2)[C:20]([CH3:22])=[O:21])[CH:6]=1. The catalyst class is: 5. (7) Reactant: [Cl:1][C:2]1[CH:3]=[C:4]2[C:8](=[CH:9][CH:10]=1)[NH:7][C:6]([CH2:11][OH:12])=[CH:5]2.[CH3:13][S:14]([CH:17]=[CH2:18])(=[O:16])=[O:15]. Product: [Cl:1][C:2]1[CH:3]=[C:4]2[C:8](=[CH:9][CH:10]=1)[N:7]([CH2:18][CH2:17][S:14]([CH3:13])(=[O:16])=[O:15])[C:6]([CH2:11][OH:12])=[CH:5]2. The catalyst class is: 3.